Binary Classification. Given a miRNA mature sequence and a target amino acid sequence, predict their likelihood of interaction. From a dataset of Experimentally validated miRNA-target interactions with 360,000+ pairs, plus equal number of negative samples. (1) The protein sequence of the target gene is MLRWLIGGGREPQGLAEKAALQTIGEDQGQNPYTELLVLEAHRDIVRFLVRLDDFRFASAGDDGIIVVWNAQTGEKLLELRGHTQKITAVIAFPPLDSCEASSQLLLTASADRTVGVWDCDTGRQIQRVTCFQSTVKCLTVLQRLDIWLSGGSDLGVWNRKLDLLCKTSHLSDTGISALVEIPGNCVAAAVGRELIIFRLVTPTEELPEWDIIEVKRLLDHQDNILSLANINDTGFVTGSHVGELLIWDALDWTVQACERTFWSPTAQLDAQQEIKLFQKQNDISINHFTCDEENIFAAV.... The miRNA is hsa-miR-5693 with sequence GCAGUGGCUCUGAAAUGAACUC. Result: 0 (no interaction). (2) The protein sequence of the target gene is MPPAAPSVARSREGGGIGQRRLVFPKSARRTLPCPIALCLGLCLAAAAATTTRASAAAFASAGDTTAMSAFNLLHLVTKSQPVAPRACGLPSGSCRDKKNCKVVFSQQELRKRLTPLQYHVTQEKGTESAFEGEYTHHKDPGIYKCVVCGTPLFKSETKFDSGSGWPAFHDVISSEAIEFTDDFSYGMHRVETSCSQCGAHLGHIFDDGPRPTGKRYCINSASLSFTPADSSEAEGSGIKESGSPAAADRAEL. Result: 0 (no interaction). The miRNA is mmu-miR-30c-5p with sequence UGUAAACAUCCUACACUCUCAGC.